Dataset: Reaction yield outcomes from USPTO patents with 853,638 reactions. Task: Predict the reaction yield, written as a fraction of the theoretical maximum amount of product (1.0 means a 100% yield; for example, 0.34 means a 34% yield). (1) The reactants are [F:1][CH2:2][CH2:3][NH:4][C:5]1[CH:10]=[CH:9][N:8]=[C:7]([NH2:11])[CH:6]=1.Br[CH2:13][C:14]([C:16]1[CH:21]=[CH:20][C:19]([CH3:22])=[C:18]([O:23][CH3:24])[CH:17]=1)=O. No catalyst specified. The product is [F:1][CH2:2][CH2:3][NH:4][C:5]1[CH:10]=[CH:9][N:8]2[CH:13]=[C:14]([C:16]3[CH:21]=[CH:20][C:19]([CH3:22])=[C:18]([O:23][CH3:24])[CH:17]=3)[N:11]=[C:7]2[CH:6]=1. The yield is 0.0400. (2) The reactants are [C:1]([N:5]1[C:9](=[O:10])[C:8](Cl)=[C:7]([C:12]2[CH:17]=[CH:16][CH:15]=[CH:14][CH:13]=2)[S:6]1(=[O:19])=[O:18])([CH3:4])([CH3:3])[CH3:2].[CH2:20]([NH2:27])[C:21]1[CH:26]=[CH:25][CH:24]=[CH:23][CH:22]=1.CCOC(C)=O. The catalyst is CN(C=O)C. The product is [CH2:20]([NH:27][C:8]1[C:9](=[O:10])[N:5]([C:1]([CH3:4])([CH3:3])[CH3:2])[S:6](=[O:19])(=[O:18])[C:7]=1[C:12]1[CH:17]=[CH:16][CH:15]=[CH:14][CH:13]=1)[C:21]1[CH:26]=[CH:25][CH:24]=[CH:23][CH:22]=1. The yield is 0.510. (3) The product is [C:3]([CH2:11][NH:12][CH2:13][C:14]1[CH:15]=[C:16]([C:20]2[CH:25]=[CH:24][C:23]([CH2:26][C@H:27]([NH:32][C:33]([CH3:43])=[CH:34][C:35](=[O:42])[C:36]3[CH:37]=[CH:38][CH:39]=[CH:40][CH:41]=3)[C:28]([OH:30])=[O:29])=[CH:22][CH:21]=2)[CH:17]=[CH:18][CH:19]=1)(=[O:10])[C:4]1[CH:5]=[CH:6][CH:7]=[CH:8][CH:9]=1. The yield is 0.170. The reactants are [OH-].[Li+].[C:3]([CH2:11][NH:12][CH2:13][C:14]1[CH:15]=[C:16]([C:20]2[CH:25]=[CH:24][C:23]([CH2:26][C@H:27]([NH:32][C:33]([CH3:43])=[CH:34][C:35](=[O:42])[C:36]3[CH:41]=[CH:40][CH:39]=[CH:38][CH:37]=3)[C:28]([O:30]C)=[O:29])=[CH:22][CH:21]=2)[CH:17]=[CH:18][CH:19]=1)(=[O:10])[C:4]1[CH:9]=[CH:8][CH:7]=[CH:6][CH:5]=1.Cl. The catalyst is CO.C1COCC1. (4) The catalyst is C1COCC1.CN(C)C1C=CN=CC=1.CCOC(C)=O. The reactants are [Br:1][C:2]1[CH:10]=[CH:9][C:5]([C:6]([OH:8])=[O:7])=[C:4]([Cl:11])[CH:3]=1.C(OC(O[C:15]([CH3:18])([CH3:17])[CH3:16])=O)(O[C:15]([CH3:18])([CH3:17])[CH3:16])=O.CCN(CC)CC. The yield is 0.510. The product is [Br:1][C:2]1[CH:10]=[CH:9][C:5]([C:6]([O:8][C:15]([CH3:18])([CH3:17])[CH3:16])=[O:7])=[C:4]([Cl:11])[CH:3]=1. (5) The reactants are [OH:1][CH2:2][CH2:3][CH2:4][CH:5]1[CH2:10][CH2:9][N:8]([C:11]([O:13][C:14]([CH3:17])([CH3:16])[CH3:15])=[O:12])[CH2:7][CH2:6]1.CC(OI1(OC(C)=O)(OC(C)=O)OC(=O)C2C=CC=CC1=2)=O. The catalyst is C(Cl)Cl. The product is [O:1]=[CH:2][CH2:3][CH2:4][CH:5]1[CH2:10][CH2:9][N:8]([C:11]([O:13][C:14]([CH3:17])([CH3:16])[CH3:15])=[O:12])[CH2:7][CH2:6]1. The yield is 0.880. (6) The reactants are [N+:1]([C:4]1[CH:5]=[C:6]2[C:10](=[CH:11][CH:12]=1)[NH:9][N:8]=[CH:7]2)([O-:3])=[O:2].[F:13][C:14]1[CH:15]=[C:16]([CH:19]=[CH:20][CH:21]=1)[CH2:17]Br.C(=O)([O-])[O-].[K+].[K+]. The catalyst is C(#N)C. The product is [N+:1]([C:4]1[CH:5]=[C:6]2[C:10](=[CH:11][CH:12]=1)[N:9]([CH2:17][C:16]1[CH:19]=[CH:20][CH:21]=[C:14]([F:13])[CH:15]=1)[N:8]=[CH:7]2)([O-:3])=[O:2].[N+:1]([C:4]1[CH:12]=[CH:11][C:10]2[C:6](=[CH:7][N:8]([CH2:17][C:16]3[CH:19]=[CH:20][CH:21]=[C:14]([F:13])[CH:15]=3)[N:9]=2)[CH:5]=1)([O-:3])=[O:2]. The yield is 0.320.